This data is from Reaction yield outcomes from USPTO patents with 853,638 reactions. The task is: Predict the reaction yield, written as a fraction of the theoretical maximum amount of product (1.0 means a 100% yield; for example, 0.34 means a 34% yield). (1) The reactants are [N+:1]([C:4]1[CH:44]=[CH:43][C:7]([CH2:8][O:9][CH2:10][C:11]([NH:13][CH2:14][CH2:15][CH2:16][CH2:17][C@H:18]([NH:32][C:33](=[O:42])[O:34][CH2:35][C:36]2[CH:41]=[CH:40][CH:39]=[CH:38][CH:37]=2)[C:19](=[O:31])[NH:20][C:21]2[CH:22]=[CH:23][CH:24]=[C:25]3[C:30]=2[N:29]=[CH:28][CH:27]=[CH:26]3)=[O:12])=[CH:6][CH:5]=1)([O-])=O.[BH4-].[Na+].Cl.[OH-].[NH4+]. The catalyst is O.O.O.O.O.O.[Co](Cl)Cl.CO.C1COCC1. The product is [NH2:1][C:4]1[CH:5]=[CH:6][C:7]([CH2:8][O:9][CH2:10][C:11]([NH:13][CH2:14][CH2:15][CH2:16][CH2:17][C@H:18]([NH:32][C:33](=[O:42])[O:34][CH2:35][C:36]2[CH:37]=[CH:38][CH:39]=[CH:40][CH:41]=2)[C:19](=[O:31])[NH:20][C:21]2[CH:22]=[CH:23][CH:24]=[C:25]3[C:30]=2[N:29]=[CH:28][CH:27]=[CH:26]3)=[O:12])=[CH:43][CH:44]=1. The yield is 0.410. (2) The catalyst is C1COCC1.C(OCC)(=O)C. The product is [CH3:12][C:11]1[C:2]([C:42]([C:39]2[CH:40]=[CH:41][C:36]([C:34]#[N:35])=[CH:37][CH:38]=2)=[O:43])=[CH:3][C:4]2[C:5]([CH3:28])([CH3:27])[CH:6]=[CH:7][C:8]([CH3:13])([CH3:14])[C:9]=2[CH:10]=1. The yield is 0.820. The reactants are Br[C:2]1[CH:3]=[C:4]2[C:9](=[CH:10][C:11]=1[CH3:12])[C:8]([CH3:14])([CH3:13])/[C:7](=N/NS(C1C=CC(C)=CC=1)(=O)=O)/[CH2:6][C:5]2([CH3:28])[CH3:27].[Li]CCCC.[C:34]([C:36]1[CH:41]=[CH:40][C:39]([C:42](N(OC)C)=[O:43])=[CH:38][CH:37]=1)#[N:35].Cl. (3) The product is [NH2:2][C:4]1[C:9]([S:10]([NH2:14])(=[O:12])=[O:11])=[CH:8][CH:7]=[CH:6][N:5]=1. The catalyst is ClCCl. The reactants are [OH-].[NH4+:2].Cl[C:4]1[C:9]([S:10](Cl)(=[O:12])=[O:11])=[CH:8][CH:7]=[CH:6][N:5]=1.[NH3:14]. The yield is 0.630. (4) The reactants are Br[CH2:2][C:3]1[CH:8]=[CH:7][C:6]([Cl:9])=[C:5]([O:10][CH3:11])[CH:4]=1.[C-:12]#[N:13].[Na+]. The catalyst is C(O)C. The product is [Cl:9][C:6]1[CH:7]=[CH:8][C:3]([CH2:2][C:12]#[N:13])=[CH:4][C:5]=1[O:10][CH3:11]. The yield is 0.480. (5) The reactants are [F:1][C:2]1[CH:33]=[C:32]([NH:34][C:35]([NH:37][C:38](=[O:48])[CH2:39][C:40]2[CH:45]=[CH:44][CH:43]=[CH:42][C:41]=2[O:46][CH3:47])=[S:36])[CH:31]=[CH:30][C:3]=1[O:4][C:5]1[CH:10]=[CH:9][N:8]=[C:7]2[CH:11]=[C:12]([C:14]3[CH:15]=[N:16][N:17]([CH2:19][CH2:20][N:21](C)[C:22](=O)OC(C)(C)C)[CH:18]=3)[S:13][C:6]=12.Cl.Cl.FC1C=C(NC(NC(=O)CC2C=CC=CC=2)=S)C=CC=1OC1C=CN=C2C=C(C3C=CC(N4CCNCC4)=CC=3)SC=12. No catalyst specified. The product is [F:1][C:2]1[CH:33]=[C:32]([NH:34][C:35]([NH:37][C:38](=[O:48])[CH2:39][C:40]2[CH:45]=[CH:44][CH:43]=[CH:42][C:41]=2[O:46][CH3:47])=[S:36])[CH:31]=[CH:30][C:3]=1[O:4][C:5]1[CH:10]=[CH:9][N:8]=[C:7]2[CH:11]=[C:12]([C:14]3[CH:15]=[N:16][N:17]([CH2:19][CH2:20][NH:21][CH3:22])[CH:18]=3)[S:13][C:6]=12. The yield is 0.660. (6) The reactants are [NH:1]1[CH2:6][CH2:5][CH:4]([O:7][C:8](=[O:22])[NH:9][C:10]2[CH:15]=[CH:14][CH:13]=[CH:12][C:11]=2[C:16]2[CH:21]=[CH:20][CH:19]=[CH:18][CH:17]=2)[CH2:3][CH2:2]1.[C:23]([OH:27])(=[O:26])[CH:24]=[CH2:25]. The catalyst is C(Cl)Cl. The product is [C:11]1([C:16]2[CH:21]=[CH:20][CH:19]=[CH:18][CH:17]=2)[CH:12]=[CH:13][CH:14]=[CH:15][C:10]=1[NH:9][C:8]([O:7][CH:4]1[CH2:3][CH2:2][N:1]([CH2:25][CH2:24][C:23]([OH:27])=[O:26])[CH2:6][CH2:5]1)=[O:22]. The yield is 0.980. (7) The reactants are N1C=CC=CC=1.FC(F)(F)S([O:12][S:13]([C:16]([F:19])([F:18])[F:17])(=[O:15])=[O:14])(=O)=O.[CH2:22]([C:24]([C:49]1[CH:54]=[CH:53][C:52](O)=[C:51]([CH3:56])[CH:50]=1)([C:27]1[CH:32]=[CH:31][C:30](/[CH:33]=[CH:34]/[C:35]([O:44][CH2:45][O:46][CH3:47])([C:40]([F:43])([F:42])[F:41])[C:36]([F:39])([F:38])[F:37])=[C:29]([CH3:48])[CH:28]=1)[CH2:25][CH3:26])[CH3:23].C(=O)(O)[O-].[Na+]. The catalyst is ClCCl. The product is [CH2:22]([C:24]([C:49]1[CH:54]=[CH:53][C:52]([O:12][S:13]([C:16]([F:17])([F:18])[F:19])(=[O:14])=[O:15])=[C:51]([CH3:56])[CH:50]=1)([C:27]1[CH:32]=[CH:31][C:30](/[CH:33]=[CH:34]/[C:35]([O:44][CH2:45][O:46][CH3:47])([C:40]([F:42])([F:43])[F:41])[C:36]([F:38])([F:39])[F:37])=[C:29]([CH3:48])[CH:28]=1)[CH2:25][CH3:26])[CH3:23]. The yield is 0.890.